Regression. Given two drug SMILES strings and cell line genomic features, predict the synergy score measuring deviation from expected non-interaction effect. From a dataset of NCI-60 drug combinations with 297,098 pairs across 59 cell lines. (1) Drug 1: CC1C(C(=O)NC(C(=O)N2CCCC2C(=O)N(CC(=O)N(C(C(=O)O1)C(C)C)C)C)C(C)C)NC(=O)C3=C4C(=C(C=C3)C)OC5=C(C(=O)C(=C(C5=N4)C(=O)NC6C(OC(=O)C(N(C(=O)CN(C(=O)C7CCCN7C(=O)C(NC6=O)C(C)C)C)C)C(C)C)C)N)C. Drug 2: CC1C(C(CC(O1)OC2CC(CC3=C2C(=C4C(=C3O)C(=O)C5=CC=CC=C5C4=O)O)(C(=O)C)O)N)O. Cell line: SK-MEL-28. Synergy scores: CSS=49.9, Synergy_ZIP=15.6, Synergy_Bliss=15.8, Synergy_Loewe=14.4, Synergy_HSA=15.4. (2) Drug 1: CC(CN1CC(=O)NC(=O)C1)N2CC(=O)NC(=O)C2. Drug 2: C1=CC(=CC=C1C#N)C(C2=CC=C(C=C2)C#N)N3C=NC=N3. Cell line: RXF 393. Synergy scores: CSS=14.3, Synergy_ZIP=0.151, Synergy_Bliss=-2.33, Synergy_Loewe=-0.340, Synergy_HSA=-0.502. (3) Drug 1: CNC(=O)C1=CC=CC=C1SC2=CC3=C(C=C2)C(=NN3)C=CC4=CC=CC=N4. Drug 2: CN(C(=O)NC(C=O)C(C(C(CO)O)O)O)N=O. Cell line: EKVX. Synergy scores: CSS=-1.80, Synergy_ZIP=-2.39, Synergy_Bliss=-6.36, Synergy_Loewe=-5.42, Synergy_HSA=-5.89.